Binary Classification. Given a drug SMILES string, predict its activity (active/inactive) in a high-throughput screening assay against a specified biological target. From a dataset of SARS-CoV-2 main protease (3CLPro) crystallographic fragment screen with 879 compounds. The compound is CC(=O)NCCN1CCCCCC1. The result is 0 (inactive).